From a dataset of Reaction yield outcomes from USPTO patents with 853,638 reactions. Predict the reaction yield, written as a fraction of the theoretical maximum amount of product (1.0 means a 100% yield; for example, 0.34 means a 34% yield). (1) The reactants are [OH-].C([N+](CC)(CC)CC)C.[O:11]1[CH:17]2[CH:12]1CC(CC[Si](OC)(OC)OC)[CH2:15][CH2:16]2.C(O[Si](OCC)(OCC)[O:31][CH2:32][CH3:33])C.C1([Si](OC)(OC)[O:47]C)C=CC=CC=1. The catalyst is C(OCC)(=O)C.O.C(O)C. The product is [C:32]([O:47][CH:16]([CH3:15])[CH2:17][O:11][CH3:12])(=[O:31])[CH3:33]. The yield is 1.00. (2) The reactants are [C:1]([C:5]1[C:9]([CH2:10][CH2:11][C:12]([O:14][CH3:15])=[O:13])=[CH:8][NH:7][N:6]=1)([CH3:4])([CH3:3])[CH3:2].Cl[C:17]1[N:18]=[N:19][C:20]([C:23]([F:26])([F:25])[F:24])=[CH:21][CH:22]=1.[H-].[Na+].Cl. The catalyst is CN(C)C=O. The product is [C:1]([C:5]1[C:9]([CH2:10][CH2:11][C:12]([O:14][CH3:15])=[O:13])=[CH:8][N:7]([C:17]2[N:18]=[N:19][C:20]([C:23]([F:26])([F:25])[F:24])=[CH:21][CH:22]=2)[N:6]=1)([CH3:4])([CH3:2])[CH3:3]. The yield is 0.850. (3) The reactants are C(NC(C)C)(C)C.C([Li])CCC.[C:13]1([CH:19]2[CH2:23][CH2:22][CH2:21][C:20]2=[O:24])[CH:18]=[CH:17][CH:16]=[CH:15][CH:14]=1.[C:25](C#N)(=[O:29])[O:26][CH2:27][CH3:28]. The catalyst is C1COCC1. The product is [O:24]=[C:20]1[CH:19]([C:13]2[CH:18]=[CH:17][CH:16]=[CH:15][CH:14]=2)[CH2:23][CH2:22][CH:21]1[C:25]([O:26][CH2:27][CH3:28])=[O:29]. The yield is 0.730. (4) The reactants are [C:1]1([NH:7][CH2:8][CH2:9][CH2:10][OH:11])[CH:6]=[CH:5][CH:4]=[CH:3][CH:2]=1.Br[CH2:13][CH2:14][CH2:15][C:16]([O:18][CH2:19][CH3:20])=[O:17]. The catalyst is C(N(C(C)C)C(C)C)C. The product is [OH:11][CH2:10][CH2:9][CH2:8][N:7]([C:1]1[CH:6]=[CH:5][CH:4]=[CH:3][CH:2]=1)[CH2:13][CH2:14][CH2:15][C:16]([O:18][CH2:19][CH3:20])=[O:17]. The yield is 1.00. (5) The reactants are [C:1]1([C:7]2[C:8]([CH:27]=O)=[CH:9][N:10]([S:18]([C:21]3[CH:26]=[CH:25][CH:24]=[CH:23][CH:22]=3)(=[O:20])=[O:19])[C:11]=2[C:12]2[CH:17]=[CH:16][CH:15]=[CH:14][CH:13]=2)[CH:6]=[CH:5][CH:4]=[CH:3][CH:2]=1.CO.[CH3:31][NH2:32].[BH4-].[Na+]. The catalyst is CO.O1CCCC1. The product is [C:1]1([C:7]2[C:8]([CH2:27][NH:32][CH3:31])=[CH:9][N:10]([S:18]([C:21]3[CH:26]=[CH:25][CH:24]=[CH:23][CH:22]=3)(=[O:20])=[O:19])[C:11]=2[C:12]2[CH:17]=[CH:16][CH:15]=[CH:14][CH:13]=2)[CH:6]=[CH:5][CH:4]=[CH:3][CH:2]=1. The yield is 0.870. (6) The reactants are [N:1]12[CH2:7][C:4]([C:8]([C:16]3[CH:21]=[CH:20][CH:19]=[CH:18][CH:17]=3)([C:10]3[CH:15]=[CH:14][CH:13]=[CH:12][CH:11]=3)[OH:9])([CH2:5][CH2:6]1)[CH2:3][CH2:2]2.[Br:22][CH2:23][CH2:24][CH2:25][CH2:26][CH2:27][CH2:28][CH2:29][CH2:30][CH3:31]. The catalyst is CC#N. The product is [Br-:22].[OH:9][C:8]([C:16]1[CH:21]=[CH:20][CH:19]=[CH:18][CH:17]=1)([C:10]1[CH:15]=[CH:14][CH:13]=[CH:12][CH:11]=1)[C:4]12[CH2:7][N+:1]([CH2:23][CH2:24][CH2:25][CH2:26][CH2:27][CH2:28][CH2:29][CH2:30][CH3:31])([CH2:6][CH2:5]1)[CH2:2][CH2:3]2. The yield is 0.620. (7) The reactants are [H-].[Na+].[F:3][C:4]1[CH:9]=[CH:8][C:7]([C:10](=[O:18])[CH2:11][C:12]2[CH:17]=[CH:16][N:15]=[CH:14][CH:13]=2)=[CH:6][CH:5]=1.[F:19][C:20]1[CH:28]=[CH:27][C:23]([C:24](Cl)=[O:25])=[CH:22][CH:21]=1.O. The catalyst is CN(C=O)C. The product is [F:19][C:20]1[CH:28]=[CH:27][C:23]([C:24]([O:18][C:10]([C:7]2[CH:8]=[CH:9][C:4]([F:3])=[CH:5][CH:6]=2)=[CH:11][C:12]2[CH:17]=[CH:16][N:15]=[CH:14][CH:13]=2)=[O:25])=[CH:22][CH:21]=1. The yield is 0.310. (8) The reactants are [Cl:1][C:2]1[N:13]=[CH:12][CH:11]=[CH:10][C:3]=1[C:4](N(OC)C)=[O:5].[CH3:14][Mg]Cl. The catalyst is O1CCCC1. The product is [Cl:1][C:2]1[C:3]([C:4](=[O:5])[CH3:14])=[CH:10][CH:11]=[CH:12][N:13]=1. The yield is 0.720.